The task is: Predict the reactants needed to synthesize the given product.. This data is from Full USPTO retrosynthesis dataset with 1.9M reactions from patents (1976-2016). (1) Given the product [C:1]([O:5][C:6]([CH:8]1[CH2:9][CH2:10][N:11]([C:14]2[C:15]([C:28]3[CH:33]=[CH:32][CH:31]=[CH:30][CH:29]=3)=[N:16][C:17]3[C:22]([N:23]=2)=[CH:21][C:20]([C:24]([OH:26])=[O:25])=[CH:19][CH:18]=3)[CH2:12][CH2:13]1)=[O:7])([CH3:4])([CH3:2])[CH3:3], predict the reactants needed to synthesize it. The reactants are: [C:1]([O:5][C:6]([CH:8]1[CH2:13][CH2:12][N:11]([C:14]2[C:15]([C:28]3[CH:33]=[CH:32][CH:31]=[CH:30][CH:29]=3)=[N:16][C:17]3[C:22]([N:23]=2)=[CH:21][C:20]([C:24]([O:26]C)=[O:25])=[CH:19][CH:18]=3)[CH2:10][CH2:9]1)=[O:7])([CH3:4])([CH3:3])[CH3:2].[H-].[Na+].CI. (2) Given the product [Br:1][C:2]1[N:3]=[C:4]([N:13]([CH2:12][CH:11]([F:15])[F:10])[CH3:14])[CH:5]=[CH:6][CH:7]=1, predict the reactants needed to synthesize it. The reactants are: [Br:1][C:2]1(F)[CH:7]=[CH:6][CH:5]=[CH:4][NH:3]1.Cl.[F:10][CH:11]([F:15])[CH2:12][NH:13][CH3:14].CCN(C(C)C)C(C)C. (3) The reactants are: [C:1]([O:4][CH2:5][C@@H:6]1[C@@H:13]2[C@@H:9]([O:10][C:11]([CH3:15])([CH3:14])[O:12]2)[C@H:8]([N:16]2[CH:24]=[N:23][C:22]3[C:17]2=[N:18][CH:19]=[N:20][C:21]=3[NH2:25])[O:7]1)(=[O:3])[CH3:2].[C:26]1([N:32]=[C:33]=[O:34])[CH:31]=[CH:30][CH:29]=[CH:28][CH:27]=1. Given the product [C:1]([O:4][CH2:5][C@@H:6]1[C@@H:13]2[C@@H:9]([O:10][C:11]([CH3:15])([CH3:14])[O:12]2)[C@H:8]([N:16]2[CH:24]=[N:23][C:22]3[C:17]2=[N:18][CH:19]=[N:20][C:21]=3[NH:25][C:33]([NH:32][C:26]2[CH:31]=[CH:30][CH:29]=[CH:28][CH:27]=2)=[O:34])[O:7]1)(=[O:3])[CH3:2], predict the reactants needed to synthesize it.